Dataset: Full USPTO retrosynthesis dataset with 1.9M reactions from patents (1976-2016). Task: Predict the reactants needed to synthesize the given product. Given the product [CH2:50]([O:13][C@:12]1([C:14]2[CH:19]=[CH:18][C:17]([F:20])=[C:16]([F:21])[CH:15]=2)[CH2:11][CH2:10][N:9]([C:22]([O:24][C:25]([CH3:28])([CH3:27])[CH3:26])=[O:23])[CH2:8][C@@H:7]1[C:5]([N:4]([CH:1]1[CH2:3][CH2:2]1)[CH2:29][C:30]1[CH:35]=[C:34]([CH2:36][CH2:37][CH2:38][O:39][CH3:40])[CH:33]=[C:32]([O:41][CH2:42][CH2:43][O:44][CH3:45])[CH:31]=1)=[O:6])[CH:49]=[CH2:48], predict the reactants needed to synthesize it. The reactants are: [CH:1]1([N:4]([CH2:29][C:30]2[CH:35]=[C:34]([CH2:36][CH2:37][CH2:38][O:39][CH3:40])[CH:33]=[C:32]([O:41][CH2:42][CH2:43][O:44][CH3:45])[CH:31]=2)[C:5]([C@@H:7]2[C@:12]([C:14]3[CH:19]=[CH:18][C:17]([F:20])=[C:16]([F:21])[CH:15]=3)([OH:13])[CH2:11][CH2:10][N:9]([C:22]([O:24][C:25]([CH3:28])([CH3:27])[CH3:26])=[O:23])[CH2:8]2)=[O:6])[CH2:3][CH2:2]1.[H-].[Na+].[CH2:48](Br)[CH:49]=[CH2:50].